Dataset: Forward reaction prediction with 1.9M reactions from USPTO patents (1976-2016). Task: Predict the product of the given reaction. (1) Given the reactants [NH2:1][C:2]([C:5]1[CH:6]=[C:7]([CH2:11][C@@H:12]([NH2:14])[CH3:13])[CH:8]=[CH:9][CH:10]=1)([CH3:4])[CH3:3].F[C:16]1[N:21]=[C:20]([N:22]([CH3:35])[C:23]2[CH:28]=[CH:27][N:26]=[C:25]([C:29]3[CH:34]=[CH:33][CH:32]=[CH:31][CH:30]=3)[N:24]=2)[CH:19]=[CH:18][N:17]=1, predict the reaction product. The product is: [NH2:1][C:2]([C:5]1[CH:6]=[C:7]([CH2:11][C@@H:12]([NH:14][C:16]2[N:21]=[C:20]([N:22]([CH3:35])[C:23]3[CH:28]=[CH:27][N:26]=[C:25]([C:29]4[CH:34]=[CH:33][CH:32]=[CH:31][CH:30]=4)[N:24]=3)[CH:19]=[CH:18][N:17]=2)[CH3:13])[CH:8]=[CH:9][CH:10]=1)([CH3:4])[CH3:3]. (2) Given the reactants [C:1]([O:5][C:6]([CH3:9])([CH3:8])[CH3:7])(=[O:4])[CH:2]=[CH2:3].[C:10]([NH2:14])(=[O:13])[CH:11]=[CH2:12].C(OS([O-])(=O)=O)CCCCCCCCCCC.[Na+:32].[Na+].[CH:34]([S:36]([O-:39])(=[O:38])=[O:37])=[CH2:35].S(OOS([O-])(=O)=O)([O-])(=O)=O.[Na+].[Na+].C(=O)(O)[O-].[Na+].S(=O)(=O)(O)[O-].[Na+], predict the reaction product. The product is: [C:6]([O:5][C:1](=[O:4])[CH:2]=[CH2:3])([CH3:9])([CH3:8])[CH3:7].[CH:34]([S:36]([O-:39])(=[O:38])=[O:37])=[CH2:35].[Na+:32].[C:10]([NH2:14])(=[O:13])[CH:11]=[CH2:12]. (3) Given the reactants [CH:1]1[CH:9]=[CH:8][CH:7]=[C:6]2[C:2]=1[CH:3]=[C:4]1[CH2:13][CH:12]([CH2:14][OH:15])[CH2:11][CH2:10][N:5]12.N1C=CN=C1.[C:21]([Si:25](Cl)([CH3:27])[CH3:26])([CH3:24])([CH3:23])[CH3:22].O, predict the reaction product. The product is: [Si:25]([O:15][CH2:14][CH:12]1[CH2:11][CH2:10][N:5]2[C:6]3[C:2]([CH:3]=[C:4]2[CH2:13]1)=[CH:1][CH:9]=[CH:8][CH:7]=3)([C:21]([CH3:24])([CH3:23])[CH3:22])([CH3:27])[CH3:26]. (4) Given the reactants [BH4-].[Na+].[CH2:3]([O:5][C:6]([C@H:8]1[CH2:12][CH2:11][C:10]([C:13]2[CH:18]=[CH:17][C:16]([Cl:19])=[CH:15][CH:14]=2)=[N:9]1)=[O:7])[CH3:4].P([O-])([O-])(O)=O.[Na+].[Na+].[C:27](O[C:27]([O:29][C:30]([CH3:33])([CH3:32])[CH3:31])=[O:28])([O:29][C:30]([CH3:33])([CH3:32])[CH3:31])=[O:28], predict the reaction product. The product is: [CH3:4][CH2:3][O:5][C:6]([C@H:8]1[CH2:12][CH2:11][C@@H:10]([C:13]2[CH:14]=[CH:15][C:16]([Cl:19])=[CH:17][CH:18]=2)[N:9]1[C:27]([O:29][C:30]([CH3:33])([CH3:32])[CH3:31])=[O:28])=[O:7]. (5) The product is: [CH2:16]([O:15][C:13]([C:11]1[O:10][N:9]=[C:8]([C:5]2[CH:4]=[CH:3][C:2]([NH:1][C:26]([NH:25][C:20]3[CH:21]=[CH:22][CH:23]=[CH:24][C:19]=3[F:18])=[O:27])=[CH:7][CH:6]=2)[CH:12]=1)=[O:14])[CH3:17]. Given the reactants [NH2:1][C:2]1[CH:7]=[CH:6][C:5]([C:8]2[CH:12]=[C:11]([C:13]([O:15][CH2:16][CH3:17])=[O:14])[O:10][N:9]=2)=[CH:4][CH:3]=1.[F:18][C:19]1[CH:24]=[CH:23][CH:22]=[CH:21][C:20]=1[N:25]=[C:26]=[O:27], predict the reaction product. (6) Given the reactants [NH2:1][C:2]1[CH:10]=[CH:9][C:8]([Br:11])=[CH:7][C:3]=1[C:4](O)=[O:5].C(O)(=O)C.[CH:16](N)=[NH:17], predict the reaction product. The product is: [Br:11][C:8]1[CH:7]=[C:3]2[C:2](=[CH:10][CH:9]=1)[N:1]=[CH:16][NH:17][C:4]2=[O:5].